This data is from Peptide-MHC class II binding affinity with 134,281 pairs from IEDB. The task is: Regression. Given a peptide amino acid sequence and an MHC pseudo amino acid sequence, predict their binding affinity value. This is MHC class II binding data. (1) The peptide sequence is IPFVHLGHRDALEDD. The MHC is HLA-DQA10201-DQB10202 with pseudo-sequence HLA-DQA10201-DQB10202. The binding affinity (normalized) is 0.0683. (2) The peptide sequence is SIKAVYNFATCGIFA. The MHC is H-2-IAb with pseudo-sequence H-2-IAb. The binding affinity (normalized) is 0.320.